From a dataset of Full USPTO retrosynthesis dataset with 1.9M reactions from patents (1976-2016). Predict the reactants needed to synthesize the given product. (1) The reactants are: Cl[C:2](Cl)(Cl)[CH:3]([OH:5])O.S([O-])([O-])(=O)=O.[Na+].[Na+].[Cl:15][C:16]1[CH:17]=[CH:18][C:19]([CH3:23])=[C:20]([CH:22]=1)[NH2:21].Cl.Cl.N[OH:27]. Given the product [Cl:15][C:16]1[CH:17]=[CH:18][C:19]([CH3:23])=[C:20]2[C:22]=1[C:3](=[O:5])[C:2](=[O:27])[NH:21]2, predict the reactants needed to synthesize it. (2) Given the product [N:1]1([C:5]2[C:14]([CH2:15][C:16]3[CH:21]=[CH:20][C:19]([C:22]([F:25])([F:24])[F:23])=[CH:18][CH:17]=3)=[C:13]([Cl:26])[C:12]3[C:7](=[CH:8][CH:9]=[C:10]([CH:39]([C:38]4[N:34]([CH3:33])[C:35]([CH3:41])=[N:36][CH:37]=4)[OH:40])[CH:11]=3)[N:6]=2)[CH2:4][CH2:3][CH2:2]1, predict the reactants needed to synthesize it. The reactants are: [N:1]1([C:5]2[C:14]([CH2:15][C:16]3[CH:21]=[CH:20][C:19]([C:22]([F:25])([F:24])[F:23])=[CH:18][CH:17]=3)=[C:13]([Cl:26])[C:12]3[C:7](=[CH:8][CH:9]=[C:10](Br)[CH:11]=3)[N:6]=2)[CH2:4][CH2:3][CH2:2]1.[Li]CCCC.[CH3:33][N:34]1[C:38]([CH:39]=[O:40])=[CH:37][N:36]=[C:35]1[CH3:41]. (3) Given the product [Cl:31][C:30]1[C:23]([NH:22][C:2]2[CH:17]=[C:16]([NH:18][CH:19]([CH3:21])[CH3:20])[C:5]([C:6]([NH:8][CH2:9][C@@H:10]([F:15])[C:11]([OH:14])([CH3:13])[CH3:12])=[O:7])=[CH:4][N:3]=2)=[N:24][CH:25]=[C:26]([C:27]#[N:28])[CH:29]=1, predict the reactants needed to synthesize it. The reactants are: Cl[C:2]1[CH:17]=[C:16]([NH:18][CH:19]([CH3:21])[CH3:20])[C:5]([C:6]([NH:8][CH2:9][C@@H:10]([F:15])[C:11]([OH:14])([CH3:13])[CH3:12])=[O:7])=[CH:4][N:3]=1.[NH2:22][C:23]1[C:30]([Cl:31])=[CH:29][C:26]([C:27]#[N:28])=[CH:25][N:24]=1.CC1(C)C2C(=C(P(C3C=CC=CC=3)C3C=CC=CC=3)C=CC=2)OC2C(P(C3C=CC=CC=3)C3C=CC=CC=3)=CC=CC1=2.C([O-])([O-])=O.[Na+].[Na+]. (4) Given the product [N:12]1[CH:17]=[CH:16][CH:15]=[CH:14][C:13]=1[C:18](=[O:19])[CH2:5][C:4]1[C:6]2[C:11](=[CH:10][CH:9]=[CH:8][CH:7]=2)[N:1]=[CH:2][CH:3]=1, predict the reactants needed to synthesize it. The reactants are: [N:1]1[C:11]2[C:6](=[CH:7][CH:8]=[CH:9][CH:10]=2)[C:4]([CH3:5])=[CH:3][CH:2]=1.[N:12]1[CH:17]=[CH:16][CH:15]=[CH:14][C:13]=1[C:18](OCC)=[O:19].C[Si]([N-][Si](C)(C)C)(C)C.[K+]. (5) Given the product [NH2:18][C:16]1[NH:15][N:14]=[C:13]([NH:12][C:5]2[CH:6]=[C:7]([C:8]([F:11])([F:10])[F:9])[C:2]([C:61]3[CH:62]=[CH:63][C:58]([S:55]([NH:54][C@H:51]4[CH2:50][CH2:49][C@H:48]([OH:47])[CH2:53][CH2:52]4)(=[O:57])=[O:56])=[C:59]([O:73][CH3:74])[CH:60]=3)=[C:3]([Cl:19])[CH:4]=2)[N:17]=1, predict the reactants needed to synthesize it. The reactants are: Br[C:2]1[C:7]([C:8]([F:11])([F:10])[F:9])=[CH:6][C:5]([NH:12][C:13]2[N:17]=[C:16]([NH2:18])[NH:15][N:14]=2)=[CH:4][C:3]=1[Cl:19].CN1C(C)(C)CC(SC2C=CC(B3OC(C)(C)C(C)(C)O3)=CC=2)CC1(C)C.[OH:47][C@H:48]1[CH2:53][CH2:52][C@H:51]([NH:54][S:55]([C:58]2[CH:63]=[CH:62][C:61](B3OC(C)(C)C(C)(C)O3)=[CH:60][C:59]=2[O:73][CH3:74])(=[O:57])=[O:56])[CH2:50][CH2:49]1.C([O-])([O-])=O.[K+].[K+].